The task is: Regression/Classification. Given a drug SMILES string, predict its toxicity properties. Task type varies by dataset: regression for continuous values (e.g., LD50, hERG inhibition percentage) or binary classification for toxic/non-toxic outcomes (e.g., AMES mutagenicity, cardiotoxicity, hepatotoxicity). Dataset: herg_karim.. This data is from hERG potassium channel inhibition data for cardiac toxicity prediction from Karim et al.. The compound is CC(C)CN(C(=O)c1cccc(C(F)(F)F)c1Cl)[C@H]1CCNC1. The result is 1 (blocker).